Dataset: Catalyst prediction with 721,799 reactions and 888 catalyst types from USPTO. Task: Predict which catalyst facilitates the given reaction. (1) Reactant: BrC1SC2C(O)=C(C(=O)CCC=O)C(=O)N(C)C=2C=1.[O:20]1CCC[O:22][CH:21]1[CH2:26][CH2:27][C:28]([C:30]1[C:35](=[O:36])[N:34]([CH3:37])[C:33]2[CH:38]=[C:39]([Br:41])[S:40][C:32]=2[C:31]=1[OH:42])=[O:29]. Product: [Br:41][C:39]1[S:40][C:32]2[C:31]([OH:42])=[C:30]([C:28](=[O:29])[CH2:27][CH2:26][C:21]([OH:22])=[O:20])[C:35](=[O:36])[N:34]([CH3:37])[C:33]=2[CH:38]=1. The catalyst class is: 15. (2) Reactant: [CH3:1][O:2][C:3](=[O:24])/[CH:4]=[CH:5]/[C:6]1[CH:7]=[C:8]2[C:12](=[CH:13][CH:14]=1)[N:11]([S:15]([C:18]1[S:19][C:20](Br)=[CH:21][CH:22]=1)(=[O:17])=[O:16])[CH:10]=[CH:9]2.[F:25][C:26]([F:38])([F:37])[O:27][C:28]1[CH:29]=[C:30](B(O)O)[CH:31]=[CH:32][CH:33]=1.C([O-])([O-])=O.[K+].[K+].C(OCC)(=O)C. Product: [CH3:1][O:2][C:3](=[O:24])/[CH:4]=[CH:5]/[C:6]1[CH:7]=[C:8]2[C:12](=[CH:13][CH:14]=1)[N:11]([S:15]([C:18]1[S:19][C:20]([C:30]3[CH:31]=[CH:32][CH:33]=[C:28]([O:27][C:26]([F:25])([F:37])[F:38])[CH:29]=3)=[CH:21][CH:22]=1)(=[O:17])=[O:16])[CH:10]=[CH:9]2. The catalyst class is: 176. (3) Reactant: [F:1][C:2]1[CH:10]=[CH:9][C:5]([C:6](Cl)=[O:7])=[CH:4][CH:3]=1.[NH2:11][C:12]1[CH:32]=[CH:31][C:15]([CH2:16][NH:17][C:18]2[C:27]3[C:22](=[C:23]([C:28]([NH2:30])=[O:29])[CH:24]=[CH:25][CH:26]=3)[N:21]=[CH:20][N:19]=2)=[CH:14][CH:13]=1.C(N(CC)CC)C.CCOCC. Product: [F:1][C:2]1[CH:10]=[CH:9][C:5]([C:6]([NH:11][C:12]2[CH:13]=[CH:14][C:15]([CH2:16][NH:17][C:18]3[C:27]4[C:22](=[C:23]([C:28]([NH2:30])=[O:29])[CH:24]=[CH:25][CH:26]=4)[N:21]=[CH:20][N:19]=3)=[CH:31][CH:32]=2)=[O:7])=[CH:4][CH:3]=1. The catalyst class is: 2.